From a dataset of Full USPTO retrosynthesis dataset with 1.9M reactions from patents (1976-2016). Predict the reactants needed to synthesize the given product. (1) Given the product [Br:34][CH2:9][CH2:8][C:5]1[CH:6]=[CH:7][C:2]([Cl:1])=[CH:3][C:4]=1[N+:11]([O-:13])=[O:12], predict the reactants needed to synthesize it. The reactants are: [Cl:1][C:2]1[CH:7]=[CH:6][C:5]([CH2:8][CH2:9]O)=[C:4]([N+:11]([O-:13])=[O:12])[CH:3]=1.C1(P(C2C=CC=CC=2)C2C=CC=CC=2)C=CC=CC=1.C(Br)(Br)(Br)[Br:34]. (2) Given the product [CH3:1][O:2][C:3]1[CH:23]=[CH:22][C:21]([O:24][CH3:25])=[CH:20][C:4]=1[CH2:5][CH:6]1[C:15]2[C:10](=[C:11]([O:18][CH3:19])[CH:12]=[CH:13][C:14]=2[O:16][CH3:17])[CH2:9][CH2:8][N:7]1[CH2:27][C:28]([NH:31][CH:32]1[C:40]2[C:35](=[CH:36][CH:37]=[CH:38][CH:39]=2)[CH2:34][CH2:33]1)=[O:29], predict the reactants needed to synthesize it. The reactants are: [CH3:1][O:2][C:3]1[CH:23]=[CH:22][C:21]([O:24][CH3:25])=[CH:20][C:4]=1[CH2:5][CH:6]1[C:15]2[C:10](=[C:11]([O:18][CH3:19])[CH:12]=[CH:13][C:14]=2[O:16][CH3:17])[CH2:9][CH2:8][NH:7]1.Br[CH2:27][C:28](Br)=[O:29].[NH2:31][CH:32]1[C:40]2[C:35](=[CH:36][CH:37]=[CH:38][CH:39]=2)[CH2:34][CH2:33]1. (3) Given the product [CH2:5]([O:4][C:2](=[N:7][C:25]([C:16]1[CH:17]=[CH:18][C:19]2[C:24](=[CH:23][CH:22]=[CH:21][CH:20]=2)[CH:15]=1)=[O:26])[CH3:3])[CH3:6], predict the reactants needed to synthesize it. The reactants are: Cl.[C:2](=[NH:7])([O:4][CH2:5][CH3:6])[CH3:3].C(N(CC)CC)C.[CH:15]1[C:24]2[C:19](=[CH:20][CH:21]=[CH:22][CH:23]=2)[CH:18]=[CH:17][C:16]=1[C:25](Cl)=[O:26]. (4) Given the product [Br:1][C:2]1[CH:3]=[CH:4][C:5]2[C:6]3[N:14]=[C:13]([O:24][CH2:23][CH3:22])[N:12]=[C:11]([N:16]4[CH2:21][CH2:20][NH:19][CH2:18][CH2:17]4)[C:7]=3[NH:8][C:9]=2[CH:10]=1, predict the reactants needed to synthesize it. The reactants are: [Br:1][C:2]1[CH:3]=[CH:4][C:5]2[C:6]3[N:14]=[C:13](Cl)[N:12]=[C:11]([N:16]4[CH2:21][CH2:20][NH:19][CH2:18][CH2:17]4)[C:7]=3[NH:8][C:9]=2[CH:10]=1.[CH3:22][CH2:23][O-:24].[Na+].